Task: Predict the reaction yield, written as a fraction of the theoretical maximum amount of product (1.0 means a 100% yield; for example, 0.34 means a 34% yield).. Dataset: Reaction yield outcomes from USPTO patents with 853,638 reactions (1) The reactants are [N:1]1[CH:6]=[CH:5][CH:4]=[C:3]([CH2:7][CH2:8][NH2:9])[CH:2]=1.[C:10]([O:14][C:15]([N:17]1[CH2:22][CH2:21][CH:20]([S:23]([CH2:26][C:27]2[N:28]=[C:29]([C:33]3[CH:41]=[CH:40][C:36]([C:37](O)=[O:38])=[CH:35][CH:34]=3)[O:30][C:31]=2[CH3:32])(=[O:25])=[O:24])[CH2:19][CH2:18]1)=[O:16])([CH3:13])([CH3:12])[CH3:11].C1C=CC2N(O)N=NC=2C=1.CCN=C=NCCCN(C)C.C(N(CC)CC)C. The catalyst is CN(C)C=O. The product is [N:1]1[CH:6]=[CH:5][CH:4]=[C:3]([CH2:7][CH2:8][NH:9][C:37]([C:36]2[CH:35]=[CH:34][C:33]([C:29]3[O:30][C:31]([CH3:32])=[C:27]([CH2:26][S:23]([CH:20]4[CH2:21][CH2:22][N:17]([C:15]([O:14][C:10]([CH3:12])([CH3:11])[CH3:13])=[O:16])[CH2:18][CH2:19]4)(=[O:24])=[O:25])[N:28]=3)=[CH:41][CH:40]=2)=[O:38])[CH:2]=1. The yield is 0.980. (2) The reactants are [N:1]1[CH:6]=[CH:5][CH:4]=[CH:3][C:2]=1[CH2:7][N:8]([CH2:15][C:16]1[CH:21]=[CH:20][CH:19]=[CH:18][N:17]=1)[CH2:9][CH2:10][CH2:11][CH2:12][CH2:13][NH2:14].[N:22]([C:25]1[CH:30]=[CH:29][C:28]([S:31]([NH2:34])(=[O:33])=[O:32])=[CH:27][CH:26]=1)=[C:23]=[S:24]. The catalyst is C(#N)C.CCN(C(C)C)C(C)C. The product is [N:1]1[CH:6]=[CH:5][CH:4]=[CH:3][C:2]=1[CH2:7][N:8]([CH2:15][C:16]1[CH:21]=[CH:20][CH:19]=[CH:18][N:17]=1)[CH2:9][CH2:10][CH2:11][CH2:12][CH2:13][NH:14][C:23](=[S:24])[NH:22][C:25]1[CH:30]=[CH:29][C:28]([S:31]([NH2:34])(=[O:32])=[O:33])=[CH:27][CH:26]=1. The yield is 0.190.